Dataset: Forward reaction prediction with 1.9M reactions from USPTO patents (1976-2016). Task: Predict the product of the given reaction. (1) Given the reactants Cl.[CH3:2][CH2:3][O:4][Si:5]([O:10][CH2:11][CH3:12])([O:7][CH2:8][CH3:9])[CH3:6].[CH3:13][CH2:14][O:15][Si:16]([O:23][CH2:24][CH3:25])([O:20][CH2:21][CH3:22])[O:17][CH2:18][CH3:19].[CH3:26][CH2:27][O:28][Si:29]([O:37][CH2:38][CH3:39])([O:34][CH2:35][CH3:36])[CH2:30][CH2:31][CH2:32][NH2:33], predict the reaction product. The product is: [CH3:9][CH2:8][O:7][Si:5]([O:10][CH2:11][CH3:12])([O:4][CH2:3][CH3:2])[CH3:6].[CH3:19][CH2:18][O:17][Si:16]([O:15][CH2:14][CH3:13])([O:20][CH2:21][CH3:22])[O:23][CH2:24][CH3:25].[CH3:36][CH2:35][O:34][Si:29]([O:37][CH2:38][CH3:39])([O:28][CH2:27][CH3:26])[CH2:30][CH2:31][CH2:32][NH2:33]. (2) Given the reactants [CH:1]1([Mg]Cl)[CH2:6][CH2:5][CH2:4][CH2:3][CH2:2]1.[C:9]1([CH:15]([CH3:18])[CH:16]=[O:17])[CH:14]=[CH:13][CH:12]=[CH:11][CH:10]=1, predict the reaction product. The product is: [CH:1]1([CH:16]([OH:17])[CH:15]([C:9]2[CH:14]=[CH:13][CH:12]=[CH:11][CH:10]=2)[CH3:18])[CH2:6][CH2:5][CH2:4][CH2:3][CH2:2]1. (3) Given the reactants [CH2:1]([N:8]1[C:12]2[N:13]=[N:14][N:15]=[C:16](N3C=NC=N3)[C:11]=2[C:10]([C:22]#[N:23])=[CH:9]1)[C:2]1[CH:7]=[CH:6][CH:5]=[CH:4][CH:3]=1.C(=O)([O-])[O-:25].[K+].[K+], predict the reaction product. The product is: [CH2:1]([N:8]1[C:12]2[N:13]=[N:14][N:15]=[C:16]([OH:25])[C:11]=2[C:10]([C:22]#[N:23])=[CH:9]1)[C:2]1[CH:7]=[CH:6][CH:5]=[CH:4][CH:3]=1.